From a dataset of Full USPTO retrosynthesis dataset with 1.9M reactions from patents (1976-2016). Predict the reactants needed to synthesize the given product. Given the product [CH2:20]([N:3]1[C:4]2[CH:9]=[C:8]([C:10](=[O:12])[CH3:11])[CH:7]=[CH:6][C:5]=2[N:1]=[CH:2]1)[CH2:21][CH3:22], predict the reactants needed to synthesize it. The reactants are: [N:1]1[C:5]2[CH:6]=[CH:7][C:8]([C:10](=[O:12])[CH3:11])=[CH:9][C:4]=2[NH:3][CH:2]=1.C([O-])([O-])=O.[Cs+].[Cs+].I[CH2:20][CH2:21][CH3:22].